This data is from Forward reaction prediction with 1.9M reactions from USPTO patents (1976-2016). The task is: Predict the product of the given reaction. (1) Given the reactants [F:1][S:2]([F:13])([F:12])([F:11])([F:10])[C:3]1[CH:4]=[C:5]([OH:9])[CH:6]=[CH:7][CH:8]=1.Br[C:15]1[C:24]([S:25]([CH3:28])(=[O:27])=[O:26])=[CH:23][C:18]([C:19]([O:21][CH3:22])=[O:20])=[C:17]([CH3:29])[CH:16]=1.C([O-])([O-])=O.[Cs+].[Cs+].O, predict the reaction product. The product is: [CH3:28][S:25]([C:24]1[C:15]([O:9][C:5]2[CH:6]=[CH:7][CH:8]=[C:3]([S:2]([F:10])([F:11])([F:12])([F:13])[F:1])[CH:4]=2)=[CH:16][C:17]([CH3:29])=[C:18]([CH:23]=1)[C:19]([O:21][CH3:22])=[O:20])(=[O:26])=[O:27]. (2) Given the reactants [CH3:1][C:2]1[CH:7]=[C:6]([C:8]2[CH:9]=[CH:10][C:11]3[N:17]4[CH2:18][C@H:14]([CH2:15][CH2:16]4)[NH:13][C:12]=3[N:19]=2)[CH:5]=[CH:4][N:3]=1.C(N(CC)CC)C.ClC(Cl)(O[C:31](=[O:37])OC(Cl)(Cl)Cl)Cl.[N:39]1[CH:44]=[C:43]([NH2:45])[N:42]=[CH:41][N:40]=1, predict the reaction product. The product is: [CH3:1][C:2]1[CH:7]=[C:6]([C:8]2[CH:9]=[CH:10][C:11]3[N:17]4[CH2:18][C@H:14]([CH2:15][CH2:16]4)[N:13]([C:31]([NH:45][C:43]4[N:42]=[CH:41][N:40]=[N:39][CH:44]=4)=[O:37])[C:12]=3[N:19]=2)[CH:5]=[CH:4][N:3]=1. (3) Given the reactants [CH2:1]([NH2:3])[CH3:2].C1(CN)CCCCC1.[O:12]=[C:13]1[C:21]2([CH2:25][O:24][C:23]3[CH:26]=[C:27]4[C:31](=[CH:32][C:22]2=3)[CH2:30][CH2:29][O:28]4)[C:20]2[C:15](=[CH:16][CH:17]=[CH:18][CH:19]=2)[N:14]1[CH2:33][C:34]1[CH:42]=[CH:41][C:37]([C:38](O)=[O:39])=[CH:36][CH:35]=1.O=C1C2(COC3C=C4C(=CC2=3)CCO4)C2C(=CC=CC=2)N1CC1C=C(C=CC=1)C(O)=O, predict the reaction product. The product is: [CH2:1]([NH:3][C:38](=[O:39])[C:37]1[CH:41]=[CH:42][C:34]([CH2:33][N:14]2[C:15]3[C:20](=[CH:19][CH:18]=[CH:17][CH:16]=3)[C:21]3([CH2:25][O:24][C:23]4[CH:26]=[C:27]5[C:31](=[CH:32][C:22]3=4)[CH2:30][CH2:29][O:28]5)[C:13]2=[O:12])=[CH:35][CH:36]=1)[CH3:2]. (4) The product is: [F:9][C:7]1[CH:8]=[C:3]([CH:4]=[C:5]([NH:10][CH2:11][C:12]2[CH:17]=[CH:16][C:15]([O:18][CH3:19])=[CH:14][CH:13]=2)[CH:6]=1)[CH2:2][N:27]1[C:28]([C:29]([C:30]2[CH:31]=[C:32]([CH:33]=[C:34]([CH3:36])[CH:35]=2)[C:37]#[N:38])=[O:39])=[C:23]([CH:20]([CH3:22])[CH3:21])[C:24](=[O:41])[NH:25][C:26]1=[O:40]. Given the reactants Br[CH2:2][C:3]1[CH:4]=[C:5]([NH:10][CH2:11][C:12]2[CH:17]=[CH:16][C:15]([O:18][CH3:19])=[CH:14][CH:13]=2)[CH:6]=[C:7]([F:9])[CH:8]=1.[CH:20]([C:23]1[C:24](=[O:41])[NH:25][C:26](=[O:40])[NH:27][C:28]=1[C:29](=[O:39])[C:30]1[CH:35]=[C:34]([CH3:36])[CH:33]=[C:32]([C:37]#[N:38])[CH:31]=1)([CH3:22])[CH3:21].C(=O)([O-])[O-].[K+].[K+], predict the reaction product. (5) Given the reactants Cl.Cl.[Cl:3][C:4]1[C:5]([N:10]2[CH2:15][CH2:14][NH:13][CH2:12][CH2:11]2)=[N:6][CH:7]=[CH:8][N:9]=1.[CH2:16]([N:18]1[CH:22]=[C:21]([CH:23]=O)[C:20]([CH3:25])=[N:19]1)[CH3:17].C(N(CC)CC)C.C(O[BH-](OC(=O)C)OC(=O)C)(=O)C.[Na+], predict the reaction product. The product is: [Cl:3][C:4]1[C:5]([N:10]2[CH2:11][CH2:12][N:13]([CH2:23][C:21]3[C:20]([CH3:25])=[N:19][N:18]([CH2:16][CH3:17])[CH:22]=3)[CH2:14][CH2:15]2)=[N:6][CH:7]=[CH:8][N:9]=1. (6) Given the reactants S(Cl)([Cl:3])=O.O[CH2:6][C:7]1[S:15][C:14]2[C:13]([C:16]3[CH:17]=[C:18]([CH:24]=[CH:25][CH:26]=3)[C:19]([O:21][CH2:22][CH3:23])=[O:20])=[N:12][CH:11]=[N:10][C:9]=2[CH:8]=1, predict the reaction product. The product is: [Cl:3][CH2:6][C:7]1[S:15][C:14]2[C:13]([C:16]3[CH:17]=[C:18]([CH:24]=[CH:25][CH:26]=3)[C:19]([O:21][CH2:22][CH3:23])=[O:20])=[N:12][CH:11]=[N:10][C:9]=2[CH:8]=1. (7) Given the reactants N[C:2]1[CH:6]=[C:5]([C:7]([CH3:10])([CH3:9])[CH3:8])[NH:4][C:3]=1[C:11]([O:13][CH3:14])=[O:12].[H-].[Na+].[C:17](Cl)(=[O:26])[O:18][CH2:19][C:20]1[CH:25]=[CH:24][CH:23]=[CH:22][CH:21]=1, predict the reaction product. The product is: [CH2:19]([O:18][C:17]([C:2]1[CH:6]=[C:5]([C:7]([CH3:10])([CH3:9])[CH3:8])[NH:4][C:3]=1[C:11]([O:13][CH3:14])=[O:12])=[O:26])[C:20]1[CH:25]=[CH:24][CH:23]=[CH:22][CH:21]=1. (8) Given the reactants [O:1]1[CH2:5][C@@H:4]([OH:6])[C@H:3]2[O:7][CH2:8][C@@H:9]([OH:10])[C@@H:2]12.N1C=CN=C1.[C:16]([Si:20]([CH3:23])([CH3:22])Cl)([CH3:19])([CH3:18])[CH3:17], predict the reaction product. The product is: [C:16]([Si:20]([CH3:23])([CH3:22])[O:6][C@H:4]1[C@H:3]2[O:7][CH2:8][C@@H:9]([OH:10])[C@H:2]2[O:1][CH2:5]1)([CH3:19])([CH3:18])[CH3:17].